Dataset: Forward reaction prediction with 1.9M reactions from USPTO patents (1976-2016). Task: Predict the product of the given reaction. Given the reactants [Cl:1][C:2]1[CH:7]=[CH:6][C:5]([O:8][C:9]2[CH:10]=[N:11][C:12]([NH:15][S:16]([C:19]3[CH:24]=[CH:23][C:22]([CH3:25])=[CH:21][CH:20]=3)(=[O:18])=[O:17])=[CH:13][CH:14]=2)=[CH:4][C:3]=1[NH:26][C:27]([C:29]1[N:33]([CH3:34])[N:32]=[C:31]([CH3:35])[CH:30]=1)=[O:28].C(N(CC)C(C)C)(C)C.I[CH2:46][C:47]([NH2:49])=[O:48], predict the reaction product. The product is: [NH2:49][C:47](=[O:48])[CH2:46][N:11]1[C:12](=[N:15][S:16]([C:19]2[CH:20]=[CH:21][C:22]([CH3:25])=[CH:23][CH:24]=2)(=[O:18])=[O:17])[CH:13]=[CH:14][C:9]([O:8][C:5]2[CH:6]=[CH:7][C:2]([Cl:1])=[C:3]([NH:26][C:27]([C:29]3[N:33]([CH3:34])[N:32]=[C:31]([CH3:35])[CH:30]=3)=[O:28])[CH:4]=2)=[CH:10]1.